From a dataset of NCI-60 drug combinations with 297,098 pairs across 59 cell lines. Regression. Given two drug SMILES strings and cell line genomic features, predict the synergy score measuring deviation from expected non-interaction effect. (1) Drug 1: CN(C)C1=NC(=NC(=N1)N(C)C)N(C)C. Drug 2: C1CN(P(=O)(OC1)NCCCl)CCCl. Cell line: SF-295. Synergy scores: CSS=3.16, Synergy_ZIP=-1.63, Synergy_Bliss=1.40, Synergy_Loewe=1.91, Synergy_HSA=1.97. (2) Drug 1: C1C(C(OC1N2C=NC3=C(N=C(N=C32)Cl)N)CO)O. Drug 2: CC1=C(C=C(C=C1)NC(=O)C2=CC=C(C=C2)CN3CCN(CC3)C)NC4=NC=CC(=N4)C5=CN=CC=C5. Cell line: A498. Synergy scores: CSS=22.3, Synergy_ZIP=-6.24, Synergy_Bliss=-2.29, Synergy_Loewe=-22.9, Synergy_HSA=-2.14.